Dataset: HIV replication inhibition screening data with 41,000+ compounds from the AIDS Antiviral Screen. Task: Binary Classification. Given a drug SMILES string, predict its activity (active/inactive) in a high-throughput screening assay against a specified biological target. The molecule is CN(C)C=NNC(=O)C(O)(c1ccccc1)c1ccccc1. The result is 0 (inactive).